This data is from Full USPTO retrosynthesis dataset with 1.9M reactions from patents (1976-2016). The task is: Predict the reactants needed to synthesize the given product. (1) Given the product [I:23][C:24]1[CH:29]=[CH:28][CH:27]=[CH:26][C:25]=1[NH:30][C:31]([N:17]1[CH2:18][CH2:19][N:14]([C:11]2[N:12]=[CH:13][C:8]3[C:6](=[O:7])[C:5]([C:20]([OH:22])=[O:21])=[CH:4][N:3]([CH2:2][CH3:1])[C:9]=3[N:10]=2)[CH2:15][CH2:16]1)=[S:32], predict the reactants needed to synthesize it. The reactants are: [CH3:1][CH2:2][N:3]1[C:9]2[N:10]=[C:11]([N:14]3[CH2:19][CH2:18][NH:17][CH2:16][CH2:15]3)[N:12]=[CH:13][C:8]=2[C:6](=[O:7])[C:5]([C:20]([OH:22])=[O:21])=[CH:4]1.[I:23][C:24]1[CH:29]=[CH:28][CH:27]=[CH:26][C:25]=1[N:30]=[C:31]=[S:32]. (2) Given the product [CH3:2][O:3][C:4](=[O:7])[CH2:5][NH:6][S:20]([C:14]1[CH:19]=[CH:18][CH:17]=[CH:16][CH:15]=1)(=[O:22])=[O:21], predict the reactants needed to synthesize it. The reactants are: Cl.[CH3:2][O:3][C:4](=[O:7])[CH2:5][NH2:6].N1C=CC=CC=1.[C:14]1([S:20](Cl)(=[O:22])=[O:21])[CH:19]=[CH:18][CH:17]=[CH:16][CH:15]=1.